From a dataset of Forward reaction prediction with 1.9M reactions from USPTO patents (1976-2016). Predict the product of the given reaction. (1) Given the reactants COC(=O)[CH2:4][NH:5][C:6](=[O:37])[C:7]1[CH:12]=[C:11]([Cl:13])[C:10]([O:14][C:15]2[CH:20]=[CH:19][N:18]=[CH:17][C:16]=2[C:21]([N:23]2[C:32]3[C:27](=[CH:28][CH:29]=[CH:30][CH:31]=3)[N:26]([CH:33]3[CH2:35][CH2:34]3)[CH2:25][CH2:24]2)=[O:22])=[CH:9][C:8]=1[Cl:36].CN(C(ON1N=NC2C=CC=NC1=2)=[N+](C)C)C.F[P-](F)(F)(F)(F)F.C(N(CC)C(C)C)(C)C.NC1[NH:77][N:76]=[N:75][N:74]=1, predict the reaction product. The product is: [Cl:36][C:8]1[CH:9]=[C:10]([O:14][C:15]2[CH:20]=[CH:19][N:18]=[CH:17][C:16]=2[C:21]([N:23]2[C:32]3[C:27](=[CH:28][CH:29]=[CH:30][CH:31]=3)[N:26]([CH:33]3[CH2:35][CH2:34]3)[CH2:25][CH2:24]2)=[O:22])[C:11]([Cl:13])=[CH:12][C:7]=1[C:6]([NH:5][C:4]1[NH:77][N:76]=[N:75][N:74]=1)=[O:37]. (2) Given the reactants [N+:1]([C:4]1[CH:5]=[CH:6][C:7]([NH:10][CH2:11][C:12]2[CH:17]=[CH:16][CH:15]=[CH:14][N:13]=2)=[N:8][CH:9]=1)([O-:3])=[O:2].[Cl:18]N1C(=O)CCC1=O, predict the reaction product. The product is: [Cl:18][C:6]1[C:7]([NH:10][CH2:11][C:12]2[CH:17]=[CH:16][CH:15]=[CH:14][N:13]=2)=[N:8][CH:9]=[C:4]([N+:1]([O-:3])=[O:2])[CH:5]=1. (3) Given the reactants [F:1][C:2]1[CH:3]=[C:4]([CH:20]=[C:21]([C:23]([F:26])([F:25])[F:24])[CH:22]=1)[CH2:5][CH:6]1[CH2:11][CH:10]([C:12]([O:14]C)=[O:13])[CH2:9][CH2:8][N:7]1[C:16]([O:18][CH3:19])=[O:17].[Br-].[Li+].C(N(CC)CC)C, predict the reaction product. The product is: [F:1][C:2]1[CH:3]=[C:4]([CH:20]=[C:21]([C:23]([F:26])([F:24])[F:25])[CH:22]=1)[CH2:5][CH:6]1[CH2:11][CH:10]([C:12]([OH:14])=[O:13])[CH2:9][CH2:8][N:7]1[C:16]([O:18][CH3:19])=[O:17]. (4) Given the reactants [NH2:1][C:2]1[CH:7]=[CH:6][C:5]([C:8]2[CH:13]=[CH:12][CH:11]=[C:10]([CH2:14][N:15]([CH2:28][C:29]3[CH:34]=[CH:33][C:32]([F:35])=[CH:31][CH:30]=3)[S:16]([C:19]3[CH:24]=[C:23]([Cl:25])[CH:22]=[C:21]([Cl:26])[C:20]=3[OH:27])(=[O:18])=[O:17])[CH:9]=2)=[CH:4][CH:3]=1.N(OC(C)(C)C)=O.[N:43]([Si](C)(C)C)=[N+:44]=[N-], predict the reaction product. The product is: [N:1]([C:2]1[CH:3]=[CH:4][C:5]([C:8]2[CH:13]=[CH:12][CH:11]=[C:10]([CH2:14][N:15]([CH2:28][C:29]3[CH:30]=[CH:31][C:32]([F:35])=[CH:33][CH:34]=3)[S:16]([C:19]3[CH:24]=[C:23]([Cl:25])[CH:22]=[C:21]([Cl:26])[C:20]=3[OH:27])(=[O:18])=[O:17])[CH:9]=2)=[CH:6][CH:7]=1)=[N+:43]=[N-:44]. (5) Given the reactants C(O[C:6](=[O:24])[NH:7][CH2:8][CH:9]1[S:13](=[O:15])(=[O:14])[N:12]([C:16]2[CH:21]=[CH:20][C:19]([O:22][CH3:23])=[CH:18][CH:17]=2)[CH2:11][CH2:10]1)(C)(C)C.[Cl:25][C:26]1[CH:27]=[C:28]([C:33]2([C:48]([F:51])([F:50])[F:49])[O:37][N:36]=[C:35]([C:38]3[CH:46]=[CH:45][C:41](C(O)=O)=[C:40]([CH3:47])[CH:39]=3)[CH2:34]2)[CH:29]=[C:30]([Cl:32])[CH:31]=1, predict the reaction product. The product is: [Cl:25][C:26]1[CH:27]=[C:28]([C:33]2([C:48]([F:50])([F:49])[F:51])[O:37][N:36]=[C:35]([C:38]3[CH:46]=[CH:45][C:41]([C:6]([NH:7][CH2:8][CH:9]4[S:13](=[O:14])(=[O:15])[N:12]([C:16]5[CH:17]=[CH:18][C:19]([O:22][CH3:23])=[CH:20][CH:21]=5)[CH2:11][CH2:10]4)=[O:24])=[C:40]([CH3:47])[CH:39]=3)[CH2:34]2)[CH:29]=[C:30]([Cl:32])[CH:31]=1. (6) Given the reactants [Cl:1][C:2]1[CH:3]=[C:4]([CH:49]=[CH:50][CH:51]=1)[CH2:5][N:6]1[CH:10]=[C:9]([C:11]2[C:19]3[C:14](=[N:15][CH:16]=[C:17]([C:20]4[CH:21]=[CH:22][C:23]([N:26]5[CH2:31][CH2:30][N:29](C(OC(C)(C)C)=O)[CH2:28][CH2:27]5)=[N:24][CH:25]=4)[CH:18]=3)[N:13]([S:39]([C:42]3[CH:48]=[CH:47][C:45]([CH3:46])=[CH:44][CH:43]=3)(=[O:41])=[O:40])[CH:12]=2)[CH:8]=[N:7]1, predict the reaction product. The product is: [ClH:1].[Cl:1][C:2]1[CH:3]=[C:4]([CH:49]=[CH:50][CH:51]=1)[CH2:5][N:6]1[CH:10]=[C:9]([C:11]2[C:19]3[C:14](=[N:15][CH:16]=[C:17]([C:20]4[CH:25]=[N:24][C:23]([N:26]5[CH2:31][CH2:30][NH:29][CH2:28][CH2:27]5)=[CH:22][CH:21]=4)[CH:18]=3)[N:13]([S:39]([C:42]3[CH:48]=[CH:47][C:45]([CH3:46])=[CH:44][CH:43]=3)(=[O:41])=[O:40])[CH:12]=2)[CH:8]=[N:7]1. (7) Given the reactants C1([Si](OC)(OC)[O:8]C)C=CC=CC=1.C(O[Si](OCC)(OCC)OCC)C.C[Si](OCC)(OCC)OCC.CO[Si](CCC[CH:48]1[CH2:53][C:52](=[O:54])[O:51][C:49]1=[O:50])(OC)OC.C(OCCC[Si](OC)(OC)OC)C1OC1.Cl.C(OCC(O)C)C.[OH-].[C:79]1([S+:85]([C:92]2[CH:97]=[CH:96][CH:95]=[CH:94][CH:93]=2)[C:86]2[CH:91]=[CH:90][CH:89]=[CH:88][CH:87]=2)[CH:84]=[CH:83][CH:82]=[CH:81][CH:80]=1, predict the reaction product. The product is: [C:52]([O-:51])(=[O:54])[CH2:53][CH2:48][C:49]([O-:50])=[O:8].[C:92]1([S+:85]([C:79]2[CH:80]=[CH:81][CH:82]=[CH:83][CH:84]=2)[C:86]2[CH:91]=[CH:90][CH:89]=[CH:88][CH:87]=2)[CH:93]=[CH:94][CH:95]=[CH:96][CH:97]=1.[C:92]1([S+:85]([C:79]2[CH:80]=[CH:81][CH:82]=[CH:83][CH:84]=2)[C:86]2[CH:91]=[CH:90][CH:89]=[CH:88][CH:87]=2)[CH:93]=[CH:94][CH:95]=[CH:96][CH:97]=1. (8) Given the reactants Br[C:2]1[CH:9]=[CH:8][C:5]([CH:6]=[O:7])=[C:4]([O:10][CH3:11])[CH:3]=1.[F:12][C:13]1[CH:14]=[C:15](B(O)O)[CH:16]=[CH:17][C:18]=1[F:19], predict the reaction product. The product is: [F:12][C:13]1[CH:14]=[C:15]([C:2]2[CH:9]=[CH:8][C:5]([CH:6]=[O:7])=[C:4]([O:10][CH3:11])[CH:3]=2)[CH:16]=[CH:17][C:18]=1[F:19].